From a dataset of Reaction yield outcomes from USPTO patents with 853,638 reactions. Predict the reaction yield, written as a fraction of the theoretical maximum amount of product (1.0 means a 100% yield; for example, 0.34 means a 34% yield). (1) The reactants are [C:1]([C:5]1[CH:10]=[C:9]([Br:11])[C:8]([N+:12]([O-:14])=[O:13])=[CH:7][C:6]=1[OH:15])([CH3:4])([CH3:3])[CH3:2].C([O-])([O-])=O.[Cs+].[Cs+].[CH2:22](Br)[C:23]1[CH:28]=[CH:27][CH:26]=[CH:25][CH:24]=1. The catalyst is CN(C=O)C.O. The product is [C:1]([C:5]1[CH:10]=[C:9]([Br:11])[C:8]([N+:12]([O-:14])=[O:13])=[CH:7][C:6]=1[O:15][CH2:22][C:23]1[CH:28]=[CH:27][CH:26]=[CH:25][CH:24]=1)([CH3:4])([CH3:2])[CH3:3]. The yield is 0.940. (2) The reactants are [Cl:1][C:2]1[C:7]([Cl:8])=[CH:6][CH:5]=[CH:4][C:3]=1[C:9]([Cl:12])(Cl)Cl.[OH2:13]. The catalyst is [Cl-].[Cl-].[Zn+2]. The product is [Cl:1][C:2]1[C:7]([Cl:8])=[CH:6][CH:5]=[CH:4][C:3]=1[C:9]([Cl:12])=[O:13]. The yield is 0.880. (3) The reactants are [I:1][C:2]1[CH:3]=[C:4]([CH:6]=[C:7]([I:9])[CH:8]=1)[NH2:5].[CH3:10][Si:11]([CH3:27])([CH3:26])[CH2:12][CH2:13][O:14][C:15]([NH:17][CH2:18][CH2:19][CH2:20][CH2:21][CH2:22][C:23](O)=[O:24])=[O:16].CCN(C(C)C)C(C)C.CN(C(ON1N=NC2C=CC=NC1=2)=[N+](C)C)C.F[P-](F)(F)(F)(F)F. The catalyst is CN(C=O)C.CCOCC. The product is [CH3:26][Si:11]([CH3:10])([CH3:27])[CH2:12][CH2:13][O:14][C:15](=[O:16])[NH:17][CH2:18][CH2:19][CH2:20][CH2:21][CH2:22][C:23](=[O:24])[NH:5][C:4]1[CH:3]=[C:2]([I:1])[CH:8]=[C:7]([I:9])[CH:6]=1. The yield is 0.590. (4) The reactants are C(OC([N:8]([C:13]1[CH:51]=[CH:50][C:16]([C:17]([O:19][CH2:20][C:21]([O:23][C@H:24]([C:35]2[CH:40]=[CH:39][C:38]([O:41][CH:42]([F:44])[F:43])=[C:37]([O:45][CH2:46][CH:47]3[CH2:49][CH2:48]3)[CH:36]=2)[CH2:25][C:26]2[C:31]([Cl:32])=[CH:30][N+:29]([O-:33])=[CH:28][C:27]=2[Cl:34])=[O:22])=[O:18])=[CH:15][C:14]=1[O:52][CH2:53][CH:54]1[CH2:56][CH2:55]1)[S:9]([CH3:12])(=[O:11])=[O:10])=O)(C)(C)C.O1CCOCC1. The catalyst is C(Cl)Cl.Cl. The product is [Cl:34][C:27]1[CH:28]=[N+:29]([O-:33])[CH:30]=[C:31]([Cl:32])[C:26]=1[CH2:25][C@@H:24]([C:35]1[CH:40]=[CH:39][C:38]([O:41][CH:42]([F:43])[F:44])=[C:37]([O:45][CH2:46][CH:47]2[CH2:49][CH2:48]2)[CH:36]=1)[O:23][C:21](=[O:22])[CH2:20][O:19][C:17](=[O:18])[C:16]1[CH:50]=[CH:51][C:13]([NH:8][S:9]([CH3:12])(=[O:11])=[O:10])=[C:14]([O:52][CH2:53][CH:54]2[CH2:55][CH2:56]2)[CH:15]=1. The yield is 0.810. (5) The reactants are [Cl:1][C:2]1[C:3]([O:12][C:13]2[CH:18]=[C:17]([O:19][CH2:20][O:21][CH3:22])[CH:16]=[CH:15][C:14]=2[CH2:23][CH:24]=[O:25])=[N:4][CH:5]=[C:6]([C:8]([F:11])([F:10])[F:9])[CH:7]=1.[BH4-].[Na+].Cl. The catalyst is CO.O. The product is [Cl:1][C:2]1[C:3]([O:12][C:13]2[CH:18]=[C:17]([O:19][CH2:20][O:21][CH3:22])[CH:16]=[CH:15][C:14]=2[CH2:23][CH2:24][OH:25])=[N:4][CH:5]=[C:6]([C:8]([F:10])([F:9])[F:11])[CH:7]=1. The yield is 0.850.